The task is: Predict the reactants needed to synthesize the given product.. This data is from Full USPTO retrosynthesis dataset with 1.9M reactions from patents (1976-2016). Given the product [NH2:31][C:27]1[CH:26]=[CH:25][CH:24]=[C:23]2[C:28]=1[C:29](=[O:30])[N:20]([C:16]1[CH:17]=[CH:18][CH:19]=[C:14]([S:11]([N:1]3[C:10]4[C:5](=[CH:6][CH:7]=[CH:8][CH:9]=4)[CH2:4][CH2:3][CH2:2]3)(=[O:13])=[O:12])[CH:15]=1)[C:21](=[O:34])[NH:22]2, predict the reactants needed to synthesize it. The reactants are: [N:1]1([S:11]([C:14]2[CH:15]=[C:16]([N:20]3[C:29](=[O:30])[C:28]4[C:23](=[CH:24][CH:25]=[CH:26][C:27]=4[N+:31]([O-])=O)[NH:22][C:21]3=[O:34])[CH:17]=[CH:18][CH:19]=2)(=[O:13])=[O:12])[C:10]2[C:5](=[CH:6][CH:7]=[CH:8][CH:9]=2)[CH2:4][CH2:3][CH2:2]1.